This data is from Forward reaction prediction with 1.9M reactions from USPTO patents (1976-2016). The task is: Predict the product of the given reaction. (1) Given the reactants C([Mg]Cl)(C)C.[CH2:6]([CH:9]([CH2:20][CH:21]=[CH2:22])[CH2:10][O:11][SiH2:12][C:13]1[CH:18]=[CH:17][C:16](I)=[CH:15][CH:14]=1)[CH:7]=[CH2:8].C(C(CC=C)[CH2:27][O:28][SiH2]C1C=CC([Mg]Cl)=CC=1)C=C.CN(C=O)C.Cl, predict the reaction product. The product is: [CH2:6]([CH:9]([CH2:20][CH:21]=[CH2:22])[CH2:10][O:11][SiH2:12][C:13]1[CH:18]=[CH:17][C:16]([CH:27]=[O:28])=[CH:15][CH:14]=1)[CH:7]=[CH2:8]. (2) Given the reactants FC(F)(F)S(O[C:7]1[CH:12]=[CH:11][C:10]([C@H:13]2[CH2:18][CH2:17][C@H:16]([CH2:19][C:20]([O:22][CH3:23])=[O:21])[CH2:15][CH2:14]2)=[CH:9][CH:8]=1)(=O)=O.[CH3:26][N:27]([CH:29]=[O:30])C.Cl.NCC[C:35]1[C:43]([CH3:44])=[C:42]([Cl:45])[CH:41]=[CH:40][C:36]=1[C:37]([NH2:39])=[O:38].[C]=O.[CH2:48](N(CC)CC)C, predict the reaction product. The product is: [Cl:45][C:42]1[CH:41]=[CH:40][C:36]([C:37]([NH:39][CH2:48][CH2:26][NH:27][C:29]([C:7]2[CH:12]=[CH:11][C:10]([C@H:13]3[CH2:18][CH2:17][C@H:16]([CH2:19][C:20]([O:22][CH3:23])=[O:21])[CH2:15][CH2:14]3)=[CH:9][CH:8]=2)=[O:30])=[O:38])=[CH:35][C:43]=1[CH3:44].